This data is from Full USPTO retrosynthesis dataset with 1.9M reactions from patents (1976-2016). The task is: Predict the reactants needed to synthesize the given product. (1) Given the product [NH2:1][S:2]([C:5]1[C:6]([Cl:21])=[CH:7][C:8]([NH:14][CH2:15][C:16]2[O:17][CH:18]=[CH:19][CH:20]=2)=[C:9]([CH:13]=1)[C:10]([O:23][CH2:25][Cl:26])=[O:11])(=[O:4])=[O:3], predict the reactants needed to synthesize it. The reactants are: [NH2:1][S:2]([C:5]1[C:6]([Cl:21])=[CH:7][C:8]([NH:14][CH2:15][C:16]2[O:17][CH:18]=[CH:19][CH:20]=2)=[C:9]([CH:13]=1)[C:10](Cl)=[O:11])(=[O:4])=[O:3].C=[O:23].Cl[CH2:25][Cl:26]. (2) Given the product [CH3:1][C:2]([CH3:15])([CH3:14])[C:3]([O:5][N:6]([C:7]([O:9][C:10]([CH3:13])([CH3:12])[CH3:11])=[O:8])[S:27]([C:19]1[O:18][C:22]2[CH:23]=[CH:24][CH:25]=[CH:26][C:21]=2[CH:20]=1)(=[O:28])=[O:29])=[O:4], predict the reactants needed to synthesize it. The reactants are: [CH3:1][C:2]([CH3:15])([CH3:14])[C:3]([O:5][NH:6][C:7]([O:9][C:10]([CH3:13])([CH3:12])[CH3:11])=[O:8])=[O:4].[H-].[Na+].[O:18]1[C:22]2[CH:23]=[CH:24][CH:25]=[CH:26][C:21]=2[CH:20]=[C:19]1[S:27](Cl)(=[O:29])=[O:28].